From a dataset of Peptide-MHC class I binding affinity with 185,985 pairs from IEDB/IMGT. Regression. Given a peptide amino acid sequence and an MHC pseudo amino acid sequence, predict their binding affinity value. This is MHC class I binding data. (1) The peptide sequence is MRRSRPSGDL. The MHC is Mamu-B08 with pseudo-sequence Mamu-B08. The binding affinity (normalized) is 0.575. (2) The peptide sequence is ALGGSCHTT. The MHC is HLA-A29:02 with pseudo-sequence HLA-A29:02. The binding affinity (normalized) is 0.0847. (3) The peptide sequence is TLPETTVVRR. The MHC is HLA-A68:01 with pseudo-sequence HLA-A68:01. The binding affinity (normalized) is 0.519. (4) The peptide sequence is AFEKMVSLL. The MHC is HLA-A24:02 with pseudo-sequence HLA-A24:02. The binding affinity (normalized) is 0.136. (5) The peptide sequence is KCDICTDEY. The MHC is HLA-A11:01 with pseudo-sequence HLA-A11:01. The binding affinity (normalized) is 0.0847. (6) The peptide sequence is APRTLVYLL. The MHC is HLA-A01:01 with pseudo-sequence HLA-A01:01. The binding affinity (normalized) is 0.189. (7) The peptide sequence is TSDSKSIENK. The MHC is HLA-A31:01 with pseudo-sequence HLA-A31:01. The binding affinity (normalized) is 0.115. (8) The peptide sequence is RVYQILQPIL. The MHC is Mamu-B03 with pseudo-sequence Mamu-B03. The binding affinity (normalized) is 0.331. (9) The peptide sequence is RLKTATYTF. The MHC is HLA-A31:01 with pseudo-sequence HLA-A31:01. The binding affinity (normalized) is 0.529. (10) The peptide sequence is VSAALHNV. The MHC is H-2-Kb with pseudo-sequence H-2-Kb. The binding affinity (normalized) is 0.495.